Dataset: Reaction yield outcomes from USPTO patents with 853,638 reactions. Task: Predict the reaction yield, written as a fraction of the theoretical maximum amount of product (1.0 means a 100% yield; for example, 0.34 means a 34% yield). (1) The reactants are [CH3:1][C:2]1[N:3]=[C:4]2[C:9]([N:10]3[CH2:15][CH2:14][O:13][CH2:12][CH2:11]3)=[CH:8][C:7]([C:16]3[CH:21]=[CH:20][CH:19]=[CH:18][C:17]=3[C:22]([F:25])([F:24])[F:23])=[N:6][N:5]2[C:26]=1[C:27]([O:29]CC)=[O:28].[OH-].[Li+].Cl. The catalyst is C1COCC1.CO. The product is [CH3:1][C:2]1[N:3]=[C:4]2[C:9]([N:10]3[CH2:15][CH2:14][O:13][CH2:12][CH2:11]3)=[CH:8][C:7]([C:16]3[CH:21]=[CH:20][CH:19]=[CH:18][C:17]=3[C:22]([F:23])([F:25])[F:24])=[N:6][N:5]2[C:26]=1[C:27]([OH:29])=[O:28]. The yield is 0.950. (2) The reactants are [C:1]1([C:7]2[O:11][N:10]=[CH:9][C:8]=2[CH:12]=O)[CH:6]=[CH:5][CH:4]=[CH:3][CH:2]=1.C(OP([CH2:22][C:23]([O:25][CH2:26][CH3:27])=[O:24])(OCC)=O)C.[H-].[Na+].Cl. The catalyst is CN(C)C=O. The product is [C:1]1([C:7]2[O:11][N:10]=[CH:9][C:8]=2/[CH:12]=[CH:22]/[C:23]([O:25][CH2:26][CH3:27])=[O:24])[CH:2]=[CH:3][CH:4]=[CH:5][CH:6]=1. The yield is 0.880. (3) The product is [CH2:30]([C:33]1([S:36]([N:11]2[C:4]3=[CH:5][C:6]4[O:10][CH:9]=[N:8][C:7]=4[C:2]([F:1])=[C:3]3[N:13]([C:14]3[CH:19]=[CH:18][C:17]([I:20])=[CH:16][C:15]=3[F:21])[C:12]2=[O:22])(=[O:38])=[O:37])[CH2:35][CH2:34]1)[CH:31]=[CH2:32]. The catalyst is C(Cl)Cl.CN(C1C=CN=CC=1)C. The yield is 0.890. The reactants are [F:1][C:2]1[C:7]2[N:8]=[CH:9][O:10][C:6]=2[CH:5]=[C:4]2[NH:11][C:12](=[O:22])[N:13]([C:14]3[CH:19]=[CH:18][C:17]([I:20])=[CH:16][C:15]=3[F:21])[C:3]=12.C(N(CC)CC)C.[CH2:30]([C:33]1([S:36](Cl)(=[O:38])=[O:37])[CH2:35][CH2:34]1)[CH:31]=[CH2:32]. (4) The reactants are [Cl:1][C:2]1[CH:7]=[CH:6][CH:5]=[CH:4][C:3]=1[CH2:8][C:9]([OH:11])=[O:10].[CH:12](OC)(OC)OC.OS(O)(=O)=O. The catalyst is CO.CCOC(C)=O. The product is [CH3:12][O:10][C:9](=[O:11])[CH2:8][C:3]1[CH:4]=[CH:5][CH:6]=[CH:7][C:2]=1[Cl:1]. The yield is 0.970.